Dataset: Full USPTO retrosynthesis dataset with 1.9M reactions from patents (1976-2016). Task: Predict the reactants needed to synthesize the given product. Given the product [C:1]([O:5][CH2:6][C@H:7]1[NH:14][CH2:13][C:12]2[CH:16]=[CH:17][CH:18]=[CH:19][C:11]=2[CH2:10][O:9][CH2:8]1)([CH3:4])([CH3:2])[CH3:3], predict the reactants needed to synthesize it. The reactants are: [C:1]([O:5][CH2:6][C@H:7]1[NH:14][C:13](=O)[C:12]2[CH:16]=[CH:17][CH:18]=[CH:19][C:11]=2[CH2:10][O:9][CH2:8]1)([CH3:4])([CH3:3])[CH3:2].[H-].[H-].[H-].[H-].[Li+].[Al+3].